This data is from Forward reaction prediction with 1.9M reactions from USPTO patents (1976-2016). The task is: Predict the product of the given reaction. The product is: [C:19]1(=[O:28])[N:18]([CH2:17][CH2:16][CH2:15][N:2]2[CH2:3][C@H:4]3[C@H:9]([CH2:8][C:7]4[CH:10]=[CH:11][CH:12]=[CH:13][C:6]=4[CH2:5]3)[CH2:1]2)[C:22](=[O:23])[C:21]2=[CH:24][CH:25]=[CH:26][CH:27]=[C:20]12. Given the reactants [CH2:1]1[C@H:9]2[C@H:4]([CH2:5][C:6]3[CH:13]=[CH:12][CH:11]=[CH:10][C:7]=3[CH2:8]2)[CH2:3][NH:2]1.Br[CH2:15][CH2:16][CH2:17][N:18]1[C:22](=[O:23])[C:21]2=[CH:24][CH:25]=[CH:26][CH:27]=[C:20]2[C:19]1=[O:28].[I-].[K+].C(=O)([O-])[O-].[K+].[K+], predict the reaction product.